This data is from Experimentally validated miRNA-target interactions with 360,000+ pairs, plus equal number of negative samples. The task is: Binary Classification. Given a miRNA mature sequence and a target amino acid sequence, predict their likelihood of interaction. (1) The miRNA is hsa-miR-510-3p with sequence AUUGAAACCUCUAAGAGUGGA. The protein sequence of the target gene is MAAAAGGPCVRSSRELWTILLGRSALRELSQIEAELNKHWRRLLEGLSYYKPPSPSSAEKVKANKDVASPLKELGLRISKFLGLDEEQSVQLLQCYLQEDYRGTRDSVKTVLQDERQSQALILKIADYYYEERTCILRCVLHLLTYFQDERHPYRVEYADCVDKLEKELVSKYRQQFEELYKTEAPTWETHGNLMTERQVSRWFVQCLREQSMLLEIIFLYYAYFEMAPSDLLVLTKMFKEQGFGSRQTNRHLVDETMDPFVDRIGYFSALILVEGMDIESLHKCALDDRRELHQFAQDG.... Result: 0 (no interaction). (2) The miRNA is hsa-miR-1250-3p with sequence ACAUUUUCCAGCCCAUUCA. The protein sequence of the target gene is MSLQYGAEETPLAGSYGAADSFPKDFGYGVEEEEEEAAAAGGGVGAGAGGGCGPGGADSSKPRILLMGLRRSGKSSIQKVVFHKMSPNETLFLESTNKIYKDDISNSSFVNFQIWDFPGQMDFFDPTFDYEMIFRGTGALIYVIDAQDDYMEALTRLHITVSKAYKVNPDMNFEVFIHKVDGLSDDHKIETQRDIHQRANDDLADAGLEKLHLSFYLTSIYDHSIFEAFSKVVQKLIPQLPTLENLLNIFISNSGIEKAFLFDVVSKIYIATDSSPVDMQSYELCCDMIDVVIDVSCIYG.... Result: 1 (interaction). (3) The miRNA is mmu-miR-324-3p with sequence CCACUGCCCCAGGUGCUGCU. The protein sequence of the target gene is MGKNNSKLAPEVLEDLVQNTEFSEQELKQWYKGFLKDCPSGILNLEEFQQLYIKFFPYGDASKFAQHAFRTFDKNGDGTIDFREFICALSVTSRGSFEQKLNWAFEMYDLDGDGRITRLEMLEIIEAIYKMVGTVIMMRMNQDGLTPQQRVDKIFKKMDQDKDDQITLEEFKEAAKSDPSIVLLLQCDMQK. Result: 1 (interaction). (4) The miRNA is ssc-miR-34c with sequence AGGCAGUGUAGUUAGCUGAUUGC. The protein sequence of the target gene is MSKNLLTFEDVSVNFTQEEWQWLSDTQRDLYRKVTLENYKSLVSLGIPVYKPAVISLLEQGKDPWMVQKKGARDTCPDWQYVFKGTEFISKQDIYKESAKVLTMGRSHFSSSLDCPDLKEDHENEDWFKNRLGRQEVHSHQLFITHKEVPESEIRGCNPSCQAVHQNAILDVPQCSSTKERIDQSEPQKRSYRKKSVEMKHKKVQVEKRILKCSECEKVFNQTSSLTLHQRIHTGEKPYACVECGKAFSQSANLAQHKRIHTGEKPYECKECRKAFSQNAHLAQHQRVHTGEKPYQCKEC.... Result: 0 (no interaction). (5) The miRNA is hsa-miR-940 with sequence AAGGCAGGGCCCCCGCUCCCC. The protein sequence of the target gene is MKILLLCVALLLIWDNGMVLGEQEVSDNELQELSTQGSRYINKEIQNAVQGVKHIKTLIEKTNAERKSLLNSLEEAKKKKEDALEDTRDSEMKLKAFPEVCNETMMALWEECKPCLKHTCMKFYARVCRSGSGLVGQQLEEFLNQSSPFYFWMNGDRIDSLLESDRQQSQVLDAMQDSFARASGIIDTLFQDRFFARELHDPHYFSPIGFPHKRPHFLYPKSRLVRSLMSPSHYGPPSFHNMFQPFFEMIHQAQQAMDVQLHSPAFQFPDVDFLREGEDDRTVCKEIRRNSTGCLKMKGQ.... Result: 0 (no interaction).